Dataset: Reaction yield outcomes from USPTO patents with 853,638 reactions. Task: Predict the reaction yield, written as a fraction of the theoretical maximum amount of product (1.0 means a 100% yield; for example, 0.34 means a 34% yield). (1) The reactants are [CH:1]([C:3]1[S:7][C:6](B(O)O)=[C:5]([CH3:11])[CH:4]=1)=O.IC1[C:21]2[C:16](=[N:17][CH:18]=[N:19][C:20]=2[NH2:22])[N:15]([CH:23]([CH3:25])[CH3:24])[N:14]=1.[C:26]([O-])([O-])=[O:27].[Na+].[Na+]. The catalyst is CCO.COCCOC.C1C=CC([P]([Pd]([P](C2C=CC=CC=2)(C2C=CC=CC=2)C2C=CC=CC=2)([P](C2C=CC=CC=2)(C2C=CC=CC=2)C2C=CC=CC=2)[P](C2C=CC=CC=2)(C2C=CC=CC=2)C2C=CC=CC=2)(C2C=CC=CC=2)C2C=CC=CC=2)=CC=1. The product is [NH2:22][C:20]1[N:19]=[CH:18][N:17]=[C:16]2[N:15]([CH:23]([CH3:25])[CH3:24])[N:14]=[C:1]([C:3]3[S:7][C:6]([CH:26]=[O:27])=[C:5]([CH3:11])[CH:4]=3)[C:21]=12. The yield is 0.380. (2) The product is [Br:1][C:2]1[C:10]([C:11]([C:23]2[CH:24]=[CH:25][C:20]([CH2:18][CH3:19])=[CH:21][CH:22]=2)=[O:12])=[CH:9][C:8]([Br:17])=[C:7]2[C:3]=1[CH2:4][CH2:5][CH2:6]2. The reactants are [Br:1][C:2]1[C:10]([C:11](N(OC)C)=[O:12])=[CH:9][C:8]([Br:17])=[C:7]2[C:3]=1[CH2:4][CH2:5][CH2:6]2.[CH2:18]([C:20]1[CH:25]=[CH:24][C:23]([Mg]Br)=[CH:22][CH:21]=1)[CH3:19]. The catalyst is C1COCC1. The yield is 0.850. (3) The reactants are [CH2:1]([C@@:4]1([C:26]2[CH:31]=[CH:30][C:29]([F:32])=[CH:28][CH:27]=2)[O:9][C:8](=[O:10])[N:7]([C@H:11]([C:13]2[CH:18]=[CH:17][C:16]([C:19]3[C:20](=[O:25])[NH:21][CH:22]=[CH:23][CH:24]=3)=[CH:15][CH:14]=2)[CH3:12])[CH2:6][CH2:5]1)[CH:2]=[CH2:3].[H-].[Na+].I[CH3:36]. The catalyst is CN(C=O)C. The product is [CH2:1]([C@@:4]1([C:26]2[CH:31]=[CH:30][C:29]([F:32])=[CH:28][CH:27]=2)[O:9][C:8](=[O:10])[N:7]([C@H:11]([C:13]2[CH:14]=[CH:15][C:16]([C:19]3[C:20](=[O:25])[N:21]([CH3:36])[CH:22]=[CH:23][CH:24]=3)=[CH:17][CH:18]=2)[CH3:12])[CH2:6][CH2:5]1)[CH:2]=[CH2:3]. The yield is 0.830. (4) The reactants are [OH-].[Na+].[SH:3][CH2:4][CH2:5][OH:6].Cl[C:8]1[C:13]([N:14]2[CH2:19][CH2:18][N:17]([C:20]([O:22][C:23]([CH3:26])([CH3:25])[CH3:24])=[O:21])[CH2:16][CH2:15]2)=[N:12][CH:11]=[CH:10][N:9]=1. The catalyst is O.O1CCOCC1. The product is [OH:6][CH2:5][CH2:4][S:3][C:8]1[C:13]([N:14]2[CH2:15][CH2:16][N:17]([C:20]([O:22][C:23]([CH3:26])([CH3:25])[CH3:24])=[O:21])[CH2:18][CH2:19]2)=[N:12][CH:11]=[CH:10][N:9]=1. The yield is 0.650. (5) The reactants are [N+:1]([C:4]1[CH:9]=[C:8]([Cl:10])[CH:7]=[CH:6][C:5]=1[OH:11])([O-:3])=[O:2].[CH:12]1(O)[CH2:16][CH:15]=[CH:14][CH2:13]1.C1(P(C2C=CC=CC=2)C2C=CC=CC=2)C=CC=CC=1. The catalyst is C1COCC1. The product is [Cl:10][C:8]1[CH:7]=[CH:6][C:5]([O:11][CH:15]2[CH2:14][CH:13]=[CH:12][CH2:16]2)=[C:4]([N+:1]([O-:3])=[O:2])[CH:9]=1. The yield is 0.850.